From a dataset of Catalyst prediction with 721,799 reactions and 888 catalyst types from USPTO. Predict which catalyst facilitates the given reaction. (1) Reactant: [OH:1][C:2]1[CH:3]=[C:4]2[C:9](=[CH:10][CH:11]=1)[C:8]([C:12]([OH:14])=[O:13])=[CH:7][CH:6]=[CH:5]2.C(=O)([O-])[O-].[Cs+].[Cs+].Cl[C:22]1[C:31]2[C:26](=[CH:27][C:28]([O:34][CH3:35])=[C:29]([O:32][CH3:33])[CH:30]=2)[N:25]=[CH:24][N:23]=1.Cl. Product: [CH3:33][O:32][C:29]1[CH:30]=[C:31]2[C:26](=[CH:27][C:28]=1[O:34][CH3:35])[N:25]=[CH:24][N:23]=[C:22]2[O:1][C:2]1[CH:3]=[C:4]2[C:9](=[CH:10][CH:11]=1)[C:8]([C:12]([OH:14])=[O:13])=[CH:7][CH:6]=[CH:5]2. The catalyst class is: 374. (2) Reactant: [CH2:1]([C:5]1[C:14]([CH:15]2OCC[O:16]2)=[CH:13][C:12]2[C:7](=[CH:8][CH:9]=[C:10]([O:20][CH3:21])[CH:11]=2)[N:6]=1)[CH2:2][CH2:3][CH3:4].Cl. Product: [CH2:1]([C:5]1[C:14]([CH:15]=[O:16])=[CH:13][C:12]2[C:7](=[CH:8][CH:9]=[C:10]([O:20][CH3:21])[CH:11]=2)[N:6]=1)[CH2:2][CH2:3][CH3:4]. The catalyst class is: 1. (3) Reactant: [CH3:1][C:2]1[C:3]([CH2:14][S:15]([C:17]2[N:21]([CH2:22][OH:23])[C:20]3[CH:24]=[CH:25][CH:26]=[CH:27][C:19]=3[N:18]=2)=[O:16])=[N:4][CH:5]=[CH:6][C:7]=1[O:8][CH2:9][C:10]([F:13])([F:12])[F:11].C(N(CC)CC)C.[C:35](Cl)(=[O:37])[CH3:36].C(OCC)(=O)C. Product: [C:35]([O:23][CH2:22][N:21]1[C:20]2[CH:24]=[CH:25][CH:26]=[CH:27][C:19]=2[N:18]=[C:17]1[S:15]([CH2:14][C:3]1[C:2]([CH3:1])=[C:7]([O:8][CH2:9][C:10]([F:12])([F:11])[F:13])[CH:6]=[CH:5][N:4]=1)=[O:16])(=[O:37])[CH3:36]. The catalyst class is: 7. (4) Reactant: [CH:1]1([CH2:7][CH:8]([OH:11])[C:9]#[N:10])[CH2:6][CH2:5][CH2:4][CH2:3][CH2:2]1.[H-].[H-].[H-].[H-].[Li+].[Al+3].O.[OH-].[Na+]. Product: [NH2:10][CH2:9][CH:8]([OH:11])[CH2:7][CH:1]1[CH2:2][CH2:3][CH2:4][CH2:5][CH2:6]1. The catalyst class is: 1. (5) Product: [NH2:17][C:10]1[NH:23][C:22]2[N:18]([N:19]=[CH:20][CH:21]=2)[C:12](=[O:13])[CH:11]=1. The catalyst class is: 336. Reactant: C(=O)(O)[O-].[Na+].Cl.C(O[C:10](=[NH:17])[CH2:11][C:12](OCC)=[O:13])C.[NH:18]1[C:22]([NH2:23])=[CH:21][CH:20]=[N:19]1. (6) Reactant: [Cl:1][C:2]1[C:3](/[CH:16]=[C:17](\[CH2:21][CH2:22][CH3:23])/[C:18]([OH:20])=[O:19])=[C:4]([O:14]C)[C:5]2[C:10]([C:11]=1[O:12]C)=[CH:9][CH:8]=[CH:7][CH:6]=2.BrC1C(=O)C2C(=CC=CC=2)C(=O)C=1/C=C(\C)/C(O)=O. Product: [Cl:1][C:2]1[C:11](=[O:12])[C:10]2[C:5](=[CH:6][CH:7]=[CH:8][CH:9]=2)[C:4](=[O:14])[C:3]=1/[CH:16]=[C:17](\[CH2:21][CH2:22][CH3:23])/[C:18]([OH:20])=[O:19]. The catalyst class is: 21.